From a dataset of Full USPTO retrosynthesis dataset with 1.9M reactions from patents (1976-2016). Predict the reactants needed to synthesize the given product. (1) Given the product [CH3:1][C:2]1[CH:7]=[C:6]([N+:8]([O-:10])=[O:9])[CH:5]=[CH:4][C:3]=1[C:11]1([C:12]#[N:13])[CH2:16][CH2:15]1, predict the reactants needed to synthesize it. The reactants are: [CH3:1][C:2]1[CH:7]=[C:6]([N+:8]([O-:10])=[O:9])[CH:5]=[CH:4][C:3]=1[CH2:11][C:12]#[N:13].Br[CH:15](Br)[CH3:16].[OH-].[Na+].Cl. (2) Given the product [N:1]1([CH2:6][C@@H:7]([O:14][C:15]2[CH:24]=[CH:23][C:22]3[C:21](=[O:25])[CH2:20][CH2:19][CH2:18][C:17]=3[C:16]=2[CH2:26][S:27][C:28]2[CH:29]=[CH:30][C:31]([C:32]([NH:38][CH3:37])=[O:34])=[CH:35][CH:36]=2)[C:8]2[CH:13]=[CH:12][CH:11]=[CH:10][CH:9]=2)[CH:5]=[CH:4][N:3]=[CH:2]1, predict the reactants needed to synthesize it. The reactants are: [N:1]1([CH2:6][C@@H:7]([O:14][C:15]2[CH:24]=[CH:23][C:22]3[C:21](=[O:25])[CH2:20][CH2:19][CH2:18][C:17]=3[C:16]=2[CH2:26][S:27][C:28]2[CH:36]=[CH:35][C:31]([C:32]([OH:34])=O)=[CH:30][CH:29]=2)[C:8]2[CH:13]=[CH:12][CH:11]=[CH:10][CH:9]=2)[CH:5]=[CH:4][N:3]=[CH:2]1.[CH3:37][NH2:38]. (3) Given the product [OH:21][C:23]1([CH2:22][O:1][C:2]2[CH:7]=[C:6]([CH3:8])[C:5]([C:9]3[C:14]([CH3:15])=[CH:13][CH:12]=[C:11]([C:16]([O:18][CH3:19])=[O:17])[CH:10]=3)=[C:4]([CH3:20])[CH:3]=2)[CH2:28][CH2:27][S:26][CH2:25][CH2:24]1, predict the reactants needed to synthesize it. The reactants are: [OH:1][C:2]1[CH:7]=[C:6]([CH3:8])[C:5]([C:9]2[C:14]([CH3:15])=[CH:13][CH:12]=[C:11]([C:16]([O:18][CH3:19])=[O:17])[CH:10]=2)=[C:4]([CH3:20])[CH:3]=1.[O:21]1[C:23]2([CH2:28][CH2:27][S:26][CH2:25][CH2:24]2)[CH2:22]1.C(=O)([O-])[O-].[K+].[K+]. (4) Given the product [F:1][C:2]1[C:3]([NH:17][S:29]([CH3:28])(=[O:31])=[O:30])=[N:4][C:5]([O:8][CH2:9][C:10]2[CH:15]=[CH:14][C:13]([CH3:16])=[CH:12][CH:11]=2)=[N:6][CH:7]=1, predict the reactants needed to synthesize it. The reactants are: [F:1][C:2]1[C:3]([NH2:17])=[N:4][C:5]([O:8][CH2:9][C:10]2[CH:15]=[CH:14][C:13]([CH3:16])=[CH:12][CH:11]=2)=[N:6][CH:7]=1.[Li+].C[Si]([N-][Si](C)(C)C)(C)C.[CH3:28][S:29](Cl)(=[O:31])=[O:30]. (5) Given the product [C:17]([O:16][C:13](=[O:15])[CH2:14][CH2:22][C@H:23]([CH3:30])[CH2:24][CH2:25][CH2:26][CH:27]([CH3:29])[CH3:28])([CH3:20])([CH3:19])[CH3:18], predict the reactants needed to synthesize it. The reactants are: C(NC(C)C)(C)C.[Li]CCCC.[C:13]([O:16][C:17]([CH3:20])([CH3:19])[CH3:18])(=[O:15])[CH3:14].I[CH2:22][C@H:23]([CH3:30])[CH2:24][CH2:25][CH2:26][CH:27]([CH3:29])[CH3:28]. (6) The reactants are: [NH2:1][C:2]1[N:6]([CH:7]2[CH2:10][N:9](C(C3C=CC=CC=3)C3C=CC=CC=3)[CH2:8]2)[N:5]=[C:4]([C:24]2[CH:29]=[CH:28][C:27]([O:30][C:31]3[CH:36]=[CH:35][CH:34]=[CH:33][CH:32]=3)=[CH:26][CH:25]=2)[C:3]=1[C:37]#[N:38].Cl. Given the product [NH2:1][C:2]1[N:6]([CH:7]2[CH2:10][NH:9][CH2:8]2)[N:5]=[C:4]([C:24]2[CH:25]=[CH:26][C:27]([O:30][C:31]3[CH:36]=[CH:35][CH:34]=[CH:33][CH:32]=3)=[CH:28][CH:29]=2)[C:3]=1[C:37]#[N:38], predict the reactants needed to synthesize it.